The task is: Binary Classification. Given a T-cell receptor sequence (or CDR3 region) and an epitope sequence, predict whether binding occurs between them.. This data is from TCR-epitope binding with 47,182 pairs between 192 epitopes and 23,139 TCRs. (1) The epitope is GTSGSPIVNR. The TCR CDR3 sequence is CASSLGGAEAFF. Result: 1 (the TCR binds to the epitope). (2) The epitope is LLQTGIHVRVSQPSL. The TCR CDR3 sequence is CASSPEGNYGYTF. Result: 1 (the TCR binds to the epitope). (3) The epitope is TVYDPLQPELDSFK. The TCR CDR3 sequence is CSARSGVGNTIYF. Result: 0 (the TCR does not bind to the epitope). (4) The epitope is IQYIDIGNY. The TCR CDR3 sequence is CASSLRDSSYEQYF. Result: 0 (the TCR does not bind to the epitope). (5) The epitope is SGPLKAEIAQRLED. The TCR CDR3 sequence is CSADRGRDTEAFF. Result: 1 (the TCR binds to the epitope). (6) The epitope is KLWAQCVQL. The TCR CDR3 sequence is CASSLWDRGYEQYF. Result: 1 (the TCR binds to the epitope).